From a dataset of Catalyst prediction with 721,799 reactions and 888 catalyst types from USPTO. Predict which catalyst facilitates the given reaction. (1) Reactant: [N+:1]([O-:9])([O:3][CH2:4][CH2:5][CH2:6][CH2:7][OH:8])=[O:2].[CH3:10][O:11][C:12]1[N:13]=[CH:14][C:15]2[S:21][CH2:20][CH2:19][N:18]([CH2:22][C:23]3[CH:31]=[CH:30][C:26]([C:27](O)=[O:28])=[CH:25][CH:24]=3)[CH2:17][C:16]=2[N:32]=1. Product: [CH3:10][O:11][C:12]1[N:13]=[CH:14][C:15]2[S:21][CH2:20][CH2:19][N:18]([CH2:22][C:23]3[CH:31]=[CH:30][C:26]([C:27]([O:8][CH2:7][CH2:6][CH2:5][CH2:4][O:3][N+:1]([O-:9])=[O:2])=[O:28])=[CH:25][CH:24]=3)[CH2:17][C:16]=2[N:32]=1. The catalyst class is: 2. (2) Reactant: Br[C:2]1[CH:20]=[CH:19][C:5]([O:6][CH2:7][CH:8]2[CH2:13][CH2:12][N:11]([CH2:14][C:15]([F:18])([CH3:17])[CH3:16])[CH2:10][CH2:9]2)=[CH:4][C:3]=1[F:21].[CH3:22][S:23]([C:26]1[CH:31]=[CH:30][C:29](B(O)O)=[CH:28][CH:27]=1)(=[O:25])=[O:24].C([O-])([O-])=O.[Cs+].[Cs+]. Product: [F:18][C:15]([CH3:17])([CH3:16])[CH2:14][N:11]1[CH2:12][CH2:13][CH:8]([CH2:7][O:6][C:5]2[CH:19]=[CH:20][C:2]([C:29]3[CH:30]=[CH:31][C:26]([S:23]([CH3:22])(=[O:25])=[O:24])=[CH:27][CH:28]=3)=[C:3]([F:21])[CH:4]=2)[CH2:9][CH2:10]1. The catalyst class is: 6. (3) Reactant: [C:1]([C:5]1[CH:12]=[C:11]([CH2:13][Cl:14])[CH:10]=[C:7]([CH:8]=[O:9])[C:6]=1[OH:15])([CH3:4])([CH3:3])[CH3:2].[CH2:16]([NH:18][CH2:19][CH3:20])[CH3:17]. Product: [ClH:14].[C:1]([C:5]1[CH:12]=[C:11]([CH2:13][N:18]([CH2:19][CH3:20])[CH2:16][CH3:17])[CH:10]=[C:7]([CH:8]=[O:9])[C:6]=1[OH:15])([CH3:4])([CH3:3])[CH3:2]. The catalyst class is: 10.